Task: Predict which catalyst facilitates the given reaction.. Dataset: Catalyst prediction with 721,799 reactions and 888 catalyst types from USPTO (1) Reactant: [OH:1][C:2]1[CH:10]=[CH:9][C:5]([C:6]([OH:8])=[O:7])=[CH:4][CH:3]=1.[OH-].[K+].[C:13](Cl)(=[O:22])[CH2:14][CH2:15][CH2:16][CH2:17][CH2:18][CH2:19][CH2:20][CH3:21].Cl. Product: [C:13]([O:1][C:2]1[CH:10]=[CH:9][C:5]([C:6]([OH:8])=[O:7])=[CH:4][CH:3]=1)(=[O:22])[CH2:14][CH2:15][CH2:16][CH2:17][CH2:18][CH2:19][CH2:20][CH3:21]. The catalyst class is: 657. (2) Reactant: [NH2:1][C:2]1[CH:11]=[C:10]2[C:5]([C:6](=[O:12])[NH:7][CH:8]=[N:9]2)=[CH:4][CH:3]=1.[CH2:13]([N:20]=[C:21]=[O:22])[C:14]1[CH:19]=[CH:18][CH:17]=[CH:16][CH:15]=1. Product: [CH2:13]([NH:20][C:21]([NH:1][C:2]1[CH:11]=[C:10]2[C:5]([C:6](=[O:12])[NH:7][CH:8]=[N:9]2)=[CH:4][CH:3]=1)=[O:22])[C:14]1[CH:19]=[CH:18][CH:17]=[CH:16][CH:15]=1. The catalyst class is: 12. (3) Reactant: [NH2:1][C@@H:2]([C@H:31]([OH:33])[CH3:32])[C:3]([NH:5][CH:6]1[CH2:11][CH2:10][N:9]([C:12]2[S:13][CH:14]=[C:15]([C:17]3[CH:26]=[CH:25][C:24]4[C:23]([CH3:28])([CH3:27])[CH2:22][CH2:21][C:20]([CH3:30])([CH3:29])[C:19]=4[CH:18]=3)[N:16]=2)[CH2:8][CH2:7]1)=O.B.CO. Product: [NH2:1][C@H:2]([CH2:3][NH:5][CH:6]1[CH2:7][CH2:8][N:9]([C:12]2[S:13][CH:14]=[C:15]([C:17]3[CH:26]=[CH:25][C:24]4[C:23]([CH3:28])([CH3:27])[CH2:22][CH2:21][C:20]([CH3:29])([CH3:30])[C:19]=4[CH:18]=3)[N:16]=2)[CH2:10][CH2:11]1)[C@H:31]([OH:33])[CH3:32]. The catalyst class is: 1.